This data is from Reaction yield outcomes from USPTO patents with 853,638 reactions. The task is: Predict the reaction yield, written as a fraction of the theoretical maximum amount of product (1.0 means a 100% yield; for example, 0.34 means a 34% yield). (1) The reactants are C[O:2][C:3]1[CH:8]=[CH:7][C:6]([N:9]([CH3:19])[C:10](=[O:18])[CH2:11][C:12]2[CH:17]=[CH:16][CH:15]=[CH:14][CH:13]=2)=[CH:5][CH:4]=1.B(Br)(Br)Br.C([O-])([O-])=O.[Na+].[Na+]. The product is [OH:2][C:3]1[CH:8]=[CH:7][C:6]([N:9]([CH3:19])[C:10](=[O:18])[CH2:11][C:12]2[CH:13]=[CH:14][CH:15]=[CH:16][CH:17]=2)=[CH:5][CH:4]=1. The yield is 0.940. The catalyst is C(Cl)Cl.O. (2) The reactants are C[O:2][C:3]([C:5]1[CH:9]=[C:8]([CH2:10][C:11]#[N:12])[S:7][CH:6]=1)=[O:4]. The catalyst is O.C(O)C. The product is [C:11]([CH2:10][C:8]1[S:7][CH:6]=[C:5]([C:3]([OH:4])=[O:2])[CH:9]=1)#[N:12]. The yield is 0.730. (3) The reactants are [CH3:1][O:2][C:3]1[CH:4]=[C:5]([C:11]2[C:19]3[C:14](=[N:15][CH:16]=[CH:17][CH:18]=3)[NH:13][CH:12]=2)[CH:6]=[CH:7][C:8]=1[O:9][CH3:10].[H-].[Na+].[N:22]([C:25]1[CH:30]=[CH:29][CH:28]=[CH:27][CH:26]=1)=[C:23]=[S:24]. The catalyst is CN(C)C=O. The product is [C:25]1([NH:22][C:23]([N:13]2[C:14]3=[N:15][CH:16]=[CH:17][CH:18]=[C:19]3[C:11]([C:5]3[CH:6]=[CH:7][C:8]([O:9][CH3:10])=[C:3]([O:2][CH3:1])[CH:4]=3)=[CH:12]2)=[S:24])[CH:30]=[CH:29][CH:28]=[CH:27][CH:26]=1. The yield is 0.490. (4) The reactants are [CH:1](=[O:7])[C:2]1[O:6][CH:5]=[CH:4][CH:3]=1.C[C:9]1[O:15][C:12]([CH:13]=[O:14])=[CH:11][CH:10]=1. No catalyst specified. The product is [O:6]1[CH:5]=[CH:4][CH:3]=[C:2]1[C:1](=[O:7])[CH:13]([C:12]1[O:15][CH:9]=[CH:10][CH:11]=1)[OH:14]. The yield is 0.950.